From a dataset of Forward reaction prediction with 1.9M reactions from USPTO patents (1976-2016). Predict the product of the given reaction. (1) Given the reactants [F:1][C:2]1([F:24])[O:6][C:5]2[CH:7]=[CH:8][C:9]([CH2:11][CH2:12][CH2:13][C:14]3[O:18][N:17]=[C:16]([C:19]([O:21]CC)=[O:20])[CH:15]=3)=[CH:10][C:4]=2[O:3]1.C(O)C.[OH-].[K+], predict the reaction product. The product is: [F:24][C:2]1([F:1])[O:6][C:5]2[CH:7]=[CH:8][C:9]([CH2:11][CH2:12][CH2:13][C:14]3[O:18][N:17]=[C:16]([C:19]([OH:21])=[O:20])[CH:15]=3)=[CH:10][C:4]=2[O:3]1. (2) Given the reactants C(OC([N:8]1[CH2:13][CH:12]=[C:11]([C:14]2[CH:19]=[CH:18][C:17]([CH3:20])=[CH:16][C:15]=2[CH:21]2[CH2:26][C:25]([CH3:28])([CH3:27])[CH2:24][C:23]([CH3:30])([CH3:29])[CH2:22]2)[CH2:10][CH2:9]1)=O)(C)(C)C.FC(F)(F)C(O)=O, predict the reaction product. The product is: [CH3:20][C:17]1[CH:18]=[CH:19][C:14]([C:11]2[CH2:12][CH2:13][NH:8][CH2:9][CH:10]=2)=[C:15]([CH:21]2[CH2:26][C:25]([CH3:28])([CH3:27])[CH2:24][C:23]([CH3:30])([CH3:29])[CH2:22]2)[CH:16]=1. (3) Given the reactants Br[C:2]1[S:6][C:5]2[C:7](=[O:17])[CH2:8][CH:9]([C:10]3[CH:15]=[CH:14][C:13]([Cl:16])=[CH:12][CH:11]=3)[C:4]=2[CH:3]=1.[N:18]1[CH:23]=[CH:22][C:21](B(O)O)=[CH:20][CH:19]=1.O1CCOCC1.O.C(=O)([O-])[O-].[Cs+].[Cs+], predict the reaction product. The product is: [Cl:16][C:13]1[CH:14]=[CH:15][C:10]([CH:9]2[C:4]3[CH:3]=[C:2]([C:21]4[CH:22]=[CH:23][N:18]=[CH:19][CH:20]=4)[S:6][C:5]=3[C:7](=[O:17])[CH2:8]2)=[CH:11][CH:12]=1. (4) Given the reactants [ClH:1].[CH:2]1([NH:8][C:9]([O:11][CH2:12][C:13]2[N:17]3[C:18](=[O:34])[N:19]([CH:21]4[CH2:26][CH2:25][N:24](C(OC(C)(C)C)=O)[CH2:23][CH2:22]4)[CH2:20][C:16]3=[CH:15][N:14]=2)=[O:10])[CH2:7][CH2:6][CH2:5][CH2:4][CH2:3]1, predict the reaction product. The product is: [ClH:1].[ClH:1].[CH:2]1([NH:8][C:9](=[O:10])[O:11][CH2:12][C:13]2[N:17]3[C:18](=[O:34])[N:19]([CH:21]4[CH2:22][CH2:23][NH:24][CH2:25][CH2:26]4)[CH2:20][C:16]3=[CH:15][N:14]=2)[CH2:7][CH2:6][CH2:5][CH2:4][CH2:3]1.